Dataset: NCI-60 drug combinations with 297,098 pairs across 59 cell lines. Task: Regression. Given two drug SMILES strings and cell line genomic features, predict the synergy score measuring deviation from expected non-interaction effect. (1) Drug 1: CCCS(=O)(=O)NC1=C(C(=C(C=C1)F)C(=O)C2=CNC3=C2C=C(C=N3)C4=CC=C(C=C4)Cl)F. Drug 2: CC1=C(N=C(N=C1N)C(CC(=O)N)NCC(C(=O)N)N)C(=O)NC(C(C2=CN=CN2)OC3C(C(C(C(O3)CO)O)O)OC4C(C(C(C(O4)CO)O)OC(=O)N)O)C(=O)NC(C)C(C(C)C(=O)NC(C(C)O)C(=O)NCCC5=NC(=CS5)C6=NC(=CS6)C(=O)NCCC[S+](C)C)O. Cell line: MOLT-4. Synergy scores: CSS=9.87, Synergy_ZIP=8.64, Synergy_Bliss=5.26, Synergy_Loewe=-1.14, Synergy_HSA=2.61. (2) Drug 1: C1=CC=C(C=C1)NC(=O)CCCCCCC(=O)NO. Drug 2: COCCOC1=C(C=C2C(=C1)C(=NC=N2)NC3=CC=CC(=C3)C#C)OCCOC.Cl. Cell line: MDA-MB-435. Synergy scores: CSS=-5.34, Synergy_ZIP=3.82, Synergy_Bliss=8.93, Synergy_Loewe=-3.35, Synergy_HSA=-2.85. (3) Synergy scores: CSS=60.8, Synergy_ZIP=2.77, Synergy_Bliss=2.89, Synergy_Loewe=-30.1, Synergy_HSA=1.16. Drug 1: C1C(C(OC1N2C=NC3=C2NC=NCC3O)CO)O. Cell line: SR. Drug 2: CCC1(C2=C(COC1=O)C(=O)N3CC4=CC5=C(C=CC(=C5CN(C)C)O)N=C4C3=C2)O.Cl. (4) Drug 1: CC1=CC=C(C=C1)C2=CC(=NN2C3=CC=C(C=C3)S(=O)(=O)N)C(F)(F)F. Drug 2: CS(=O)(=O)OCCCCOS(=O)(=O)C. Cell line: HL-60(TB). Synergy scores: CSS=32.0, Synergy_ZIP=5.29, Synergy_Bliss=0.783, Synergy_Loewe=14.0, Synergy_HSA=4.30. (5) Synergy scores: CSS=60.1, Synergy_ZIP=4.43, Synergy_Bliss=4.23, Synergy_Loewe=-40.6, Synergy_HSA=6.22. Drug 2: CC1=CC=C(C=C1)C2=CC(=NN2C3=CC=C(C=C3)S(=O)(=O)N)C(F)(F)F. Cell line: SR. Drug 1: CNC(=O)C1=CC=CC=C1SC2=CC3=C(C=C2)C(=NN3)C=CC4=CC=CC=N4. (6) Drug 1: CC1=CC2C(CCC3(C2CCC3(C(=O)C)OC(=O)C)C)C4(C1=CC(=O)CC4)C. Drug 2: CCCCCOC(=O)NC1=NC(=O)N(C=C1F)C2C(C(C(O2)C)O)O. Cell line: ACHN. Synergy scores: CSS=-2.45, Synergy_ZIP=-0.150, Synergy_Bliss=-2.47, Synergy_Loewe=-3.67, Synergy_HSA=-3.65. (7) Drug 1: C1=CC(=CC=C1CCC2=CNC3=C2C(=O)NC(=N3)N)C(=O)NC(CCC(=O)O)C(=O)O. Drug 2: CN1C2=C(C=C(C=C2)N(CCCl)CCCl)N=C1CCCC(=O)O.Cl. Cell line: HT29. Synergy scores: CSS=30.0, Synergy_ZIP=-0.683, Synergy_Bliss=-2.78, Synergy_Loewe=-27.5, Synergy_HSA=-3.15. (8) Cell line: MDA-MB-231. Drug 1: CN(CC1=CN=C2C(=N1)C(=NC(=N2)N)N)C3=CC=C(C=C3)C(=O)NC(CCC(=O)O)C(=O)O. Drug 2: CC1CCC2CC(C(=CC=CC=CC(CC(C(=O)C(C(C(=CC(C(=O)CC(OC(=O)C3CCCCN3C(=O)C(=O)C1(O2)O)C(C)CC4CCC(C(C4)OC)O)C)C)O)OC)C)C)C)OC. Synergy scores: CSS=-3.72, Synergy_ZIP=2.28, Synergy_Bliss=2.44, Synergy_Loewe=-4.73, Synergy_HSA=-3.27.